Predict the product of the given reaction. From a dataset of Forward reaction prediction with 1.9M reactions from USPTO patents (1976-2016). Given the reactants [N:1]1[CH:6]=[CH:5][C:4]([CH2:7][CH2:8][CH2:9][OH:10])=[CH:3][CH:2]=1.[H][H], predict the reaction product. The product is: [NH:1]1[CH2:6][CH2:5][CH:4]([CH2:7][CH2:8][CH2:9][OH:10])[CH2:3][CH2:2]1.